Dataset: Forward reaction prediction with 1.9M reactions from USPTO patents (1976-2016). Task: Predict the product of the given reaction. (1) Given the reactants Br[C:2]1[CH:7]=[CH:6][C:5]([C:8]2[CH:12]=[C:11]([CH2:13][OH:14])[O:10][N:9]=2)=[CH:4][CH:3]=1.[B:15]1([B:15]2[O:19][C:18]([CH3:21])([CH3:20])[C:17]([CH3:23])([CH3:22])[O:16]2)[O:19][C:18]([CH3:21])([CH3:20])[C:17]([CH3:23])([CH3:22])[O:16]1.C([O-])(=O)C.[K+], predict the reaction product. The product is: [CH3:22][C:17]1([CH3:23])[C:18]([CH3:21])([CH3:20])[O:19][B:15]([C:2]2[CH:7]=[CH:6][C:5]([C:8]3[CH:12]=[C:11]([CH2:13][OH:14])[O:10][N:9]=3)=[CH:4][CH:3]=2)[O:16]1. (2) The product is: [OH:1][C@H:2]([CH2:8][C:9](=[O:10])[O-:11])[CH2:3][N+:4]([CH3:7])([CH3:5])[CH3:6]. Given the reactants [OH:1][CH:2]([CH2:8][C:9](=[O:11])[O-:10])[CH2:3][N+:4]([CH3:7])([CH3:6])[CH3:5].N12CCC(CC1)CC2, predict the reaction product. (3) The product is: [C:15]([O:20][CH:11]1[C@:10]([O:21][C:18](=[O:19])[CH3:13])([CH2:9][O:8][CH2:1][C:2]2[CH:3]=[CH:4][CH:5]=[CH:6][CH:7]=2)[C@@H:15]([O:16][C:11](=[O:12])[CH3:10])[C@H:14]([O:17][C:1](=[O:8])[CH3:2])[C@@H:13]([CH2:18][O:19][C:26](=[O:27])[CH3:28])[O:12]1)(=[O:16])[CH3:14]. Given the reactants [CH2:1]([O:8][CH2:9][C@:10]1([OH:21])[C@@H:15]([OH:16])[C@H:14]([OH:17])[C@@H:13]([CH2:18][OH:19])[O:12][CH:11]1[OH:20])[C:2]1[CH:7]=[CH:6][CH:5]=[CH:4][CH:3]=1.CC(O[C:26]([CH3:28])=[O:27])=O, predict the reaction product. (4) Given the reactants [Cl:1][C:2]1[CH:3]=[CH:4][C:5](=[O:8])[NH:6][N:7]=1.[C:9]([O-])([O-])=O.[Cs+].[Cs+], predict the reaction product. The product is: [Cl:1][C:2]1[CH:3]=[CH:4][C:5](=[O:8])[N:6]([CH3:9])[N:7]=1. (5) Given the reactants [CH2:1]1[C@@H:5]2[CH2:6][CH2:7][C@@H:8]([NH:9][C:10](=[O:25])[C@H:11]([CH2:21][CH:22]([CH3:24])[CH3:23])[N:12]([C:14]([O:16][C:17]([CH3:20])([CH3:19])[CH3:18])=[O:15])[CH3:13])[C@@H:4]2[CH2:3][NH:2]1.C(N(CC)CC)C.[F:33][C:34]([F:46])([F:45])[C:35]1[CH:36]=[C:37]([S:41](Cl)(=[O:43])=[O:42])[CH:38]=[CH:39][CH:40]=1, predict the reaction product. The product is: [C:17]([O:16][C:14]([N:12]([CH3:13])[C@H:11]([C:10]([NH:9][C@H:8]1[C@H:4]2[C@H:5]([CH2:1][N:2]([S:41]([C:37]3[CH:38]=[CH:39][CH:40]=[C:35]([C:34]([F:33])([F:45])[F:46])[CH:36]=3)(=[O:43])=[O:42])[CH2:3]2)[CH2:6][CH2:7]1)=[O:25])[CH2:21][CH:22]([CH3:23])[CH3:24])=[O:15])([CH3:18])([CH3:19])[CH3:20]. (6) The product is: [Br:7][C:8]1[CH:9]=[N:10][N:11]([C@@H:13]2[CH2:17][CH2:16][O:15][CH2:14]2)[CH:12]=1. Given the reactants O1CC[C@H](O)C1.[Br:7][C:8]1[CH:9]=[N:10][N:11]([C@H:13]2[CH2:17][CH2:16][O:15][CH2:14]2)[CH:12]=1, predict the reaction product. (7) Given the reactants [C:1](Cl)(Cl)=[O:2].C1(C)C=CC=CC=1.[S:12]1[CH:16]=[CH:15][C:14]([CH2:17][CH:18]([NH2:21])[CH2:19][CH3:20])=[CH:13]1, predict the reaction product. The product is: [N:21]([CH:18]([CH2:19][CH3:20])[CH2:17][C:14]1[CH:15]=[CH:16][S:12][CH:13]=1)=[C:1]=[O:2].